The task is: Predict which catalyst facilitates the given reaction.. This data is from Catalyst prediction with 721,799 reactions and 888 catalyst types from USPTO. (1) Reactant: [CH3:1][O:2][C:3]1[CH:4]=[N:5][CH:6]=[C:7]([O:9][CH3:10])[CH:8]=1.C([Li])CCC.[Br:16]Br. The catalyst class is: 1. Product: [Br:16][C:8]1[C:7]([O:9][CH3:10])=[CH:6][N:5]=[CH:4][C:3]=1[O:2][CH3:1]. (2) Reactant: C([NH:5][S:6]([C:9]1[S:13][C:12]([C:14]2[N:15]=[CH:16][N:17]([C:19]3[N:24]=[C:23]([C:25]4[CH:30]=[CH:29][C:28]([Cl:31])=[C:27]([Cl:32])[CH:26]=4)[CH:22]=[C:21]([CH3:33])[N:20]=3)[CH:18]=2)=[N:11][CH:10]=1)(=[O:8])=[O:7])(C)(C)C.C(O)(C(F)(F)F)=O. Product: [Cl:32][C:27]1[CH:26]=[C:25]([C:23]2[CH:22]=[C:21]([CH3:33])[N:20]=[C:19]([N:17]3[CH:18]=[C:14]([C:12]4[S:13][C:9]([S:6]([NH2:5])(=[O:7])=[O:8])=[CH:10][N:11]=4)[N:15]=[CH:16]3)[N:24]=2)[CH:30]=[CH:29][C:28]=1[Cl:31]. The catalyst class is: 4. (3) Reactant: [NH2:1][C:2]([C:4]1[CH:5]=[N:6][C:7]2[C:12]([C:13]=1[NH:14][C:15]1[CH:16]=[C:17]([CH:21]=[CH:22][CH:23]=1)[C:18]([OH:20])=[O:19])=[CH:11][C:10](Br)=[CH:9][CH:8]=2)=[O:3].[CH3:25][O:26][C:27]1[N:32]=[C:31]([O:33][CH3:34])[C:30](B(O)O)=[CH:29][N:28]=1.C(=O)([O-])[O-].[K+].[K+].O. Product: [NH2:1][C:2]([C:4]1[CH:5]=[N:6][C:7]2[C:12]([C:13]=1[NH:14][C:15]1[CH:16]=[C:17]([CH:21]=[CH:22][CH:23]=1)[C:18]([OH:20])=[O:19])=[CH:11][C:10]([C:30]1[C:31]([O:33][CH3:34])=[N:32][C:27]([O:26][CH3:25])=[N:28][CH:29]=1)=[CH:9][CH:8]=2)=[O:3]. The catalyst class is: 77. (4) Reactant: [NH2:1][C:2]1[CH:7]=[CH:6][CH:5]=[CH:4][C:3]=1[SH:8].[F:9][C:10]1[CH:15]=[CH:14][C:13]([C:16]2[CH:23]=[C:20]([CH:21]=O)[C:19]([OH:24])=[CH:18][CH:17]=2)=[CH:12][CH:11]=1. Product: [S:8]1[C:3]2[CH:4]=[CH:5][CH:6]=[CH:7][C:2]=2[N:1]=[C:21]1[C:20]1[CH:23]=[C:16]([C:13]2[CH:14]=[CH:15][C:10]([F:9])=[CH:11][CH:12]=2)[CH:17]=[CH:18][C:19]=1[OH:24]. The catalyst class is: 12.